Task: Predict which catalyst facilitates the given reaction.. Dataset: Catalyst prediction with 721,799 reactions and 888 catalyst types from USPTO (1) Reactant: [F:1][C:2]([F:26])([F:25])[C:3]1[CH:4]=[C:5]([CH:18]=[C:19]([C:21]([F:24])([F:23])[F:22])[CH:20]=1)[C:6]([N:8]1[CH2:13][CH2:12][CH2:11][CH2:10][CH:9]1[CH2:14][C:15](O)=[O:16])=[O:7].[Cl:27][C:28]1[CH:34]=[CH:33][C:31]([NH2:32])=[CH:30][CH:29]=1.O.ON1C2C=CC=CC=2N=N1.Cl.CN(C)CCCN=C=NCC.C(N(CC)C(C)C)(C)C. Product: [F:22][C:21]([F:23])([F:24])[C:19]1[CH:18]=[C:5]([CH:4]=[C:3]([C:2]([F:1])([F:25])[F:26])[CH:20]=1)[C:6]([N:8]1[CH2:13][CH2:12][CH2:11][CH2:10][CH:9]1[CH2:14][C:15]([NH:32][C:31]1[CH:33]=[CH:34][C:28]([Cl:27])=[CH:29][CH:30]=1)=[O:16])=[O:7]. The catalyst class is: 56. (2) Reactant: [CH3:1][C:2]([CH3:7])([CH2:5][OH:6])[CH2:3][OH:4].[P:8](Cl)(Cl)Cl.[CH3:12][O:13][C:14](=[O:28])[CH2:15][CH2:16][C:17]1[CH:22]=[CH:21][C:20]([OH:23])=[C:19]([C:24]([CH3:27])([CH3:26])[CH3:25])[CH:18]=1.C(N(CC)CC)C. Product: [CH3:12][O:13][C:14](=[O:28])[CH2:15][CH2:16][C:17]1[CH:22]=[CH:21][C:20]([O:23][P:8]2[O:6][CH2:5][C:2]([CH3:7])([CH3:1])[CH2:3][O:4]2)=[C:19]([C:24]([CH3:25])([CH3:27])[CH3:26])[CH:18]=1. The catalyst class is: 11.